From a dataset of Merck oncology drug combination screen with 23,052 pairs across 39 cell lines. Regression. Given two drug SMILES strings and cell line genomic features, predict the synergy score measuring deviation from expected non-interaction effect. (1) Drug 1: Cn1nnc2c(C(N)=O)ncn2c1=O. Drug 2: O=C(NOCC(O)CO)c1ccc(F)c(F)c1Nc1ccc(I)cc1F. Cell line: SW837. Synergy scores: synergy=-6.00. (2) Drug 1: O=S1(=O)NC2(CN1CC(F)(F)F)C1CCC2Cc2cc(C=CCN3CCC(C(F)(F)F)CC3)ccc2C1. Drug 2: Cc1nc(Nc2ncc(C(=O)Nc3c(C)cccc3Cl)s2)cc(N2CCN(CCO)CC2)n1. Cell line: MSTO. Synergy scores: synergy=46.5. (3) Drug 1: O=S1(=O)NC2(CN1CC(F)(F)F)C1CCC2Cc2cc(C=CCN3CCC(C(F)(F)F)CC3)ccc2C1. Drug 2: CN(Cc1cnc2nc(N)nc(N)c2n1)c1ccc(C(=O)NC(CCC(=O)O)C(=O)O)cc1. Cell line: NCIH2122. Synergy scores: synergy=3.56. (4) Drug 1: COc1cccc2c1C(=O)c1c(O)c3c(c(O)c1C2=O)CC(O)(C(=O)CO)CC3OC1CC(N)C(O)C(C)O1. Drug 2: CS(=O)(=O)CCNCc1ccc(-c2ccc3ncnc(Nc4ccc(OCc5cccc(F)c5)c(Cl)c4)c3c2)o1. Cell line: A2058. Synergy scores: synergy=6.13. (5) Drug 1: Cn1c(=O)n(-c2ccc(C(C)(C)C#N)cc2)c2c3cc(-c4cnc5ccccc5c4)ccc3ncc21. Drug 2: CCc1cnn2c(NCc3ccc[n+]([O-])c3)cc(N3CCCCC3CCO)nc12. Cell line: NCIH460. Synergy scores: synergy=16.8. (6) Drug 1: C#Cc1cccc(Nc2ncnc3cc(OCCOC)c(OCCOC)cc23)c1. Drug 2: NC1CCCCC1N.O=C(O)C(=O)O.[Pt+2]. Cell line: MDAMB436. Synergy scores: synergy=-23.1. (7) Drug 1: O=S1(=O)NC2(CN1CC(F)(F)F)C1CCC2Cc2cc(C=CCN3CCC(C(F)(F)F)CC3)ccc2C1. Drug 2: CN(Cc1cnc2nc(N)nc(N)c2n1)c1ccc(C(=O)NC(CCC(=O)O)C(=O)O)cc1. Cell line: CAOV3. Synergy scores: synergy=6.19.